This data is from CYP2D6 inhibition data for predicting drug metabolism from PubChem BioAssay. The task is: Regression/Classification. Given a drug SMILES string, predict its absorption, distribution, metabolism, or excretion properties. Task type varies by dataset: regression for continuous measurements (e.g., permeability, clearance, half-life) or binary classification for categorical outcomes (e.g., BBB penetration, CYP inhibition). Dataset: cyp2d6_veith. (1) The molecule is CCOC(=O)N1CCC(NC(=O)CSCc2cnn(-c3ccccc3)c2-n2cccc2)CC1. The result is 0 (non-inhibitor). (2) The compound is Cc1cc(C)c2c(c1)C1C=CCC1C(c1ccc(S(=O)(=O)N3CCOCC3)cc1)N2. The result is 0 (non-inhibitor).